Dataset: Forward reaction prediction with 1.9M reactions from USPTO patents (1976-2016). Task: Predict the product of the given reaction. (1) Given the reactants CS(O[CH2:6][C:7]1[CH:12]=[CH:11][CH:10]=[C:9]([CH2:13][O:14][C:15]2[C:24]3[C:19](=[CH:20][CH:21]=[CH:22][CH:23]=3)[C:18]([Cl:25])=[N:17][N:16]=2)[N:8]=1)(=O)=O.CN(C=O)C.[CH2:31]([NH2:39])[CH2:32][C:33]1[CH:38]=[CH:37][CH:36]=[CH:35][CH:34]=1, predict the reaction product. The product is: [Cl:25][C:18]1[C:19]2[C:24](=[CH:23][CH:22]=[CH:21][CH:20]=2)[C:15]([O:14][CH2:13][C:9]2[N:8]=[C:7]([CH2:6][NH:39][CH2:31][CH2:32][C:33]3[CH:38]=[CH:37][CH:36]=[CH:35][CH:34]=3)[CH:12]=[CH:11][CH:10]=2)=[N:16][N:17]=1. (2) Given the reactants [Cl:1][C:2]1[CH:7]=[C:6]([CH2:8][NH:9][CH2:10][C@H:11]([OH:24])[C:12]2[CH:21]=[CH:20][C:19]([OH:22])=[C:18]3[C:13]=2[CH:14]=[CH:15][C:16](=[O:23])[NH:17]3)[C:5]([O:25][CH3:26])=[CH:4][C:3]=1[NH:27][C:28]([CH2:30][CH2:31][N:32]1[CH2:37][CH2:36][CH:35]([O:38][C:39](=[O:53])[NH:40][C:41]2[CH:46]=[CH:45][CH:44]=[CH:43][C:42]=2[C:47]2[CH:52]=[CH:51][CH:50]=[CH:49][CH:48]=2)[CH2:34][CH2:33]1)=[O:29].[C:54]([OH:61])(=[O:60])[CH2:55][CH2:56][C:57]([OH:59])=[O:58].O, predict the reaction product. The product is: [C:54]([OH:61])(=[O:60])[CH2:55][CH2:56][C:57]([OH:59])=[O:58].[Cl:1][C:2]1[CH:7]=[C:6]([CH2:8][NH:9][CH2:10][C@H:11]([OH:24])[C:12]2[CH:21]=[CH:20][C:19]([OH:22])=[C:18]3[C:13]=2[CH:14]=[CH:15][C:16](=[O:23])[NH:17]3)[C:5]([O:25][CH3:26])=[CH:4][C:3]=1[NH:27][C:28]([CH2:30][CH2:31][N:32]1[CH2:37][CH2:36][CH:35]([O:38][C:39](=[O:53])[NH:40][C:41]2[CH:46]=[CH:45][CH:44]=[CH:43][C:42]=2[C:47]2[CH:48]=[CH:49][CH:50]=[CH:51][CH:52]=2)[CH2:34][CH2:33]1)=[O:29].